This data is from Forward reaction prediction with 1.9M reactions from USPTO patents (1976-2016). The task is: Predict the product of the given reaction. (1) Given the reactants [CH:1]([O:4][C:5]([N:7]1[CH2:13][CH2:12][CH2:11][CH:10]([N:14]([C:30](=[O:32])[CH3:31])[CH2:15][C:16]2[CH:21]=[C:20]([C:22]([F:25])([F:24])[F:23])[CH:19]=[C:18]([C:26]([F:29])([F:28])[F:27])[CH:17]=2)[C:9]2[CH:33]=[C:34](Br)[C:35]([F:37])=[CH:36][C:8]1=2)=[O:6])([CH3:3])[CH3:2].[C:39](N(CC1C=C(C(F)(F)F)C=C(C(F)(F)F)C=1)C1CCCN(C(OC(C)C)=O)C2C=C(C)C(C)=CC1=2)(=O)C, predict the reaction product. The product is: [C:30]([N:14]([CH2:15][C:16]1[CH:21]=[C:20]([C:22]([F:25])([F:24])[F:23])[CH:19]=[C:18]([C:26]([F:29])([F:28])[F:27])[CH:17]=1)[CH:10]1[CH2:11][CH2:12][CH2:13][N:7]([C:5]([O:4][CH:1]([CH3:3])[CH3:2])=[O:6])[C:8]2[CH:36]=[C:35]([F:37])[C:34]([CH3:39])=[CH:33][C:9]1=2)(=[O:32])[CH3:31]. (2) Given the reactants [Br:1][C:2]1[CH:3]=[CH:4][C:5]2[C:6]3[CH:14]=[N:13][CH:12]=[CH:11][C:7]=3[NH:8][C:9]=2[CH:10]=1.[C:15](O[C:15]([O:17][C:18]([CH3:21])([CH3:20])[CH3:19])=[O:16])([O:17][C:18]([CH3:21])([CH3:20])[CH3:19])=[O:16], predict the reaction product. The product is: [Br:1][C:2]1[CH:3]=[CH:4][C:5]2[C:6]3[CH:14]=[N:13][CH:12]=[CH:11][C:7]=3[N:8]([C:15]([O:17][C:18]([CH3:21])([CH3:20])[CH3:19])=[O:16])[C:9]=2[CH:10]=1.